Dataset: Forward reaction prediction with 1.9M reactions from USPTO patents (1976-2016). Task: Predict the product of the given reaction. (1) Given the reactants Cl[C:2]1[C:3]2[C:4](=[CH:14][N:15](CC3C=CC(OC)=CC=3)[N:16]=2)[N:5]=[C:6]([C:8]2[CH:13]=[CH:12][CH:11]=[CH:10][CH:9]=2)[N:7]=1.[NH:26]1[C:34]2[C:29](=[CH:30][C:31]([NH2:35])=[CH:32][CH:33]=2)[CH:28]=[N:27]1.Cl, predict the reaction product. The product is: [NH:26]1[C:34]2[C:29](=[CH:30][C:31]([NH:35][C:2]3[C:3]4[NH:16][N:15]=[CH:14][C:4]=4[N:5]=[C:6]([C:8]4[CH:9]=[CH:10][CH:11]=[CH:12][CH:13]=4)[N:7]=3)=[CH:32][CH:33]=2)[CH:28]=[N:27]1. (2) The product is: [CH3:27][O:26][C:21]1[CH:22]=[CH:23][CH:24]=[CH:25][C:20]=1[CH2:19][O:18][CH2:17][CH2:16][CH2:15][O:14][C:11]1[CH:12]=[CH:13][C:8]([CH:7]2[CH2:6][CH2:5][N:4]([C:28]([O:30][CH2:31][C:32]3[CH:33]=[CH:34][CH:35]=[CH:36][CH:37]=3)=[O:29])[CH2:3][CH:2]2[O:1][CH2:39][C:40]2[CH:41]=[CH:42][C:43]3[O:48][CH2:47][C:46](=[O:49])[N:45]([CH2:50][CH2:51][CH2:52][CH2:53][O:54][Si:55]([CH:59]([CH3:61])[CH3:60])([CH:56]([CH3:58])[CH3:57])[CH:62]([CH3:63])[CH3:64])[C:44]=3[CH:65]=2)=[CH:9][CH:10]=1. Given the reactants [OH:1][CH:2]1[CH:7]([C:8]2[CH:13]=[CH:12][C:11]([O:14][CH2:15][CH2:16][CH2:17][O:18][CH2:19][C:20]3[CH:25]=[CH:24][CH:23]=[CH:22][C:21]=3[O:26][CH3:27])=[CH:10][CH:9]=2)[CH2:6][CH2:5][N:4]([C:28]([O:30][CH2:31][C:32]2[CH:37]=[CH:36][CH:35]=[CH:34][CH:33]=2)=[O:29])[CH2:3]1.Cl[CH2:39][C:40]1[CH:41]=[CH:42][C:43]2[O:48][CH2:47][C:46](=[O:49])[N:45]([CH2:50][CH2:51][CH2:52][CH2:53][O:54][Si:55]([CH:62]([CH3:64])[CH3:63])([CH:59]([CH3:61])[CH3:60])[CH:56]([CH3:58])[CH3:57])[C:44]=2[CH:65]=1, predict the reaction product. (3) Given the reactants C([O:5][C:6](=[O:18])[CH2:7][O:8][C:9]1[CH:14]=[CH:13][C:12]([Cl:15])=[CH:11][C:10]=1[C:16]#[CH:17])(C)(C)C.Br[C:20]1[CH:21]=[C:22]([S:26]([CH2:29][CH2:30][OH:31])(=[O:28])=[O:27])[CH:23]=[CH:24][CH:25]=1, predict the reaction product. The product is: [Cl:15][C:12]1[CH:13]=[CH:14][C:9]([O:8][CH2:7][C:6]([OH:5])=[O:18])=[C:10]([C:16]#[C:17][C:20]2[CH:25]=[CH:24][CH:23]=[C:22]([S:26]([CH2:29][CH2:30][OH:31])(=[O:28])=[O:27])[CH:21]=2)[CH:11]=1. (4) Given the reactants [F:1][C:2]([F:26])([F:25])[C@H:3]([N:12]1[CH2:16][CH2:15][C@H:14]([NH:17][C:18](=[O:24])[O:19][C:20]([CH3:23])([CH3:22])[CH3:21])[CH2:13]1)[C:4]1[CH:5]=[N:6][C:7]([NH:10][NH2:11])=[CH:8][CH:9]=1.[CH3:27][O:28][CH2:29][C@H:30]([O:32][C:33]1[CH:42]=[C:41]2[C:36]([CH:37]=[CH:38][C:39]([CH:43]=O)=[N:40]2)=[CH:35][CH:34]=1)[CH3:31].C(O)C.C(O)(=O)C.C(O)(=O)C.I(C1C=CC=CC=1)=O.C(=O)(O)[O-].[Na+], predict the reaction product. The product is: [F:26][C:2]([F:25])([F:1])[C@H:3]([N:12]1[CH2:16][CH2:15][C@H:14]([NH:17][C:18](=[O:24])[O:19][C:20]([CH3:22])([CH3:23])[CH3:21])[CH2:13]1)[C:4]1[CH:9]=[CH:8][C:7]2[N:6]([C:43]([C:39]3[CH:38]=[CH:37][C:36]4[C:41](=[CH:42][C:33]([O:32][C@H:30]([CH3:31])[CH2:29][O:28][CH3:27])=[CH:34][CH:35]=4)[N:40]=3)=[N:11][N:10]=2)[CH:5]=1. (5) Given the reactants [N:1]1([C:7]2[CH:8]=[CH:9][C:10]3[N:11]([C:13]([C:16]([F:19])([F:18])[F:17])=[N:14][N:15]=3)[N:12]=2)[CH2:6][CH2:5][NH:4][CH2:3][CH2:2]1.[CH3:20][C:21]1[CH:26]=[C:25]([CH:27]=O)[CH:24]=[CH:23][N:22]=1, predict the reaction product. The product is: [CH3:20][C:21]1[CH:26]=[C:25]([CH2:27][N:4]2[CH2:3][CH2:2][N:1]([C:7]3[CH:8]=[CH:9][C:10]4[N:11]([C:13]([C:16]([F:17])([F:18])[F:19])=[N:14][N:15]=4)[N:12]=3)[CH2:6][CH2:5]2)[CH:24]=[CH:23][N:22]=1. (6) Given the reactants [OH:1][CH2:2][CH2:3][CH2:4][O:5][C:6]1[CH:13]=[CH:12][C:9]([C:10]#[N:11])=[CH:8][N:7]=1.O[C:15]1[CH:16]=[C:17]2[C:21](=[CH:22][CH:23]=1)[N:20]([CH:24]([CH3:29])[C:25]([O:27][CH3:28])=[O:26])[CH:19]=[CH:18]2.C1(P(C2C=CC=CC=2)C2C=CC=CC=2)C=CC=CC=1.N(C(N1CCCCC1)=O)=NC(N1CCCCC1)=O, predict the reaction product. The product is: [C:10]([C:9]1[CH:12]=[CH:13][C:6]([O:5][CH2:4][CH2:3][CH2:2][O:1][C:15]2[CH:16]=[C:17]3[C:21](=[CH:22][CH:23]=2)[N:20]([CH:24]([CH3:29])[C:25]([O:27][CH3:28])=[O:26])[CH:19]=[CH:18]3)=[N:7][CH:8]=1)#[N:11].